Predict the reaction yield, written as a fraction of the theoretical maximum amount of product (1.0 means a 100% yield; for example, 0.34 means a 34% yield). From a dataset of Reaction yield outcomes from USPTO patents with 853,638 reactions. (1) The reactants are [N:1]([C:4]1[CH:9]=[CH:8][CH:7]=[CH:6][C:5]=1[NH2:10])=[N+]=[N-].[CH3:11][O:12][C:13]1[C:21]([O:22][CH3:23])=[CH:20][CH:19]=[CH:18][C:14]=1[C:15](O)=O.C1(CCC=[O:33])C=CC=CC=1.[CH:34]1([N+:40]#[C-:41])[CH2:39][CH2:38][CH2:37][CH2:36][CH2:35]1.[CH:42](N(C(C)C)CC)([CH3:44])[CH3:43].[C:64]1(P([C:64]2[CH:69]=[CH:68][CH:67]=[CH:66][CH:65]=2)[C:64]2[CH:69]=[CH:68][CH:67]=[CH:66][CH:65]=2)[CH:69]=[CH:68][CH:67]=[CH:66][CH:65]=1. The catalyst is CO.ClCCl. The product is [CH:34]1([NH:40][C:41](=[O:33])[CH:43]([N:10]2[C:5]3[CH:6]=[CH:7][CH:8]=[CH:9][C:4]=3[N:1]=[C:15]2[C:14]2[CH:18]=[CH:19][CH:20]=[C:21]([O:22][CH3:23])[C:13]=2[O:12][CH3:11])[CH2:42][CH2:44][C:64]2[CH:65]=[CH:66][CH:67]=[CH:68][CH:69]=2)[CH2:39][CH2:38][CH2:37][CH2:36][CH2:35]1. The yield is 0.280. (2) The reactants are I[C:2]1[CH:7]=[C:6]([S:8]([C:11]2[CH:16]=[CH:15][C:14]([CH3:17])=[CH:13][CH:12]=2)(=[O:10])=[O:9])[C:5]([CH:18]([CH3:20])[CH3:19])=[CH:4][C:3]=1[O:21][CH3:22].[F-].[K+].[F:25][C:26](I)([F:28])[F:27].O. The catalyst is CN(C=O)C.[Cu]I. The product is [CH:18]([C:5]1[CH:4]=[C:3]([O:21][CH3:22])[C:2]([C:26]([F:28])([F:27])[F:25])=[CH:7][C:6]=1[S:8]([C:11]1[CH:16]=[CH:15][C:14]([CH3:17])=[CH:13][CH:12]=1)(=[O:10])=[O:9])([CH3:20])[CH3:19]. The yield is 1.00. (3) The reactants are CS([O:5][CH2:6][C:7]1[CH:12]=[CH:11][C:10]([CH:13]2[CH2:18][CH2:17][N:16]([C:19]([O:21][C:22]([CH3:25])([CH3:24])[CH3:23])=[O:20])[CH2:15][CH2:14]2)=[CH:9][N:8]=1)(=O)=O.[S:26]([C:30]1[CH:35]=[CH:34][C:33]([O-])=[CH:32][CH:31]=1)(=[O:29])(=[O:28])[NH2:27].[K+].[Cl-].[NH4+]. The catalyst is CS(C)=O. The product is [S:26]([C:30]1[CH:35]=[CH:34][C:33]([O:5][CH2:6][C:7]2[CH:12]=[CH:11][C:10]([CH:13]3[CH2:14][CH2:15][N:16]([C:19]([O:21][C:22]([CH3:25])([CH3:24])[CH3:23])=[O:20])[CH2:17][CH2:18]3)=[CH:9][N:8]=2)=[CH:32][CH:31]=1)(=[O:29])(=[O:28])[NH2:27]. The yield is 0.540. (4) The reactants are [NH2:1][C:2]1[CH:3]=[C:4]([C:8]2[C:16]3[C:11](=[CH:12][CH:13]=[C:14]([C:17]([NH2:19])=[O:18])[CH:15]=3)[N:10](C3CCCCO3)[N:9]=2)[CH:5]=[CH:6][CH:7]=1.[CH3:26][O:27][C:28]1[CH:33]=[CH:32][C:31]([CH2:34][C:35](O)=[O:36])=[CH:30][CH:29]=1.CCN=C=NCCCN(C)C. No catalyst specified. The product is [CH3:26][O:27][C:28]1[CH:33]=[CH:32][C:31]([CH2:34][C:35]([NH:1][C:2]2[CH:3]=[C:4]([C:8]3[C:16]4[C:11](=[CH:12][CH:13]=[C:14]([C:17]([NH2:19])=[O:18])[CH:15]=4)[NH:10][N:9]=3)[CH:5]=[CH:6][CH:7]=2)=[O:36])=[CH:30][CH:29]=1. The yield is 0.110. (5) The reactants are [Cl-].C([Al+]CC)C.[Br:7][C:8]1[N:9]=[C:10]2[CH:16]=[CH:15][NH:14][C:11]2=[N:12][CH:13]=1.[C:17]([CH2:19][CH2:20][CH2:21][C:22]([CH3:27])([CH3:26])[C:23](Cl)=[O:24])#[N:18].C([O-])(O)=O.[Na+]. The catalyst is ClCCl.C(OCC)(=O)C. The product is [Br:7][C:8]1[N:9]=[C:10]2[C:16]([C:23](=[O:24])[C:22]([CH3:27])([CH3:26])[CH2:21][CH2:20][CH2:19][C:17]#[N:18])=[CH:15][NH:14][C:11]2=[N:12][CH:13]=1. The yield is 0.200. (6) The reactants are Cl[CH2:2][CH2:3][CH2:4][N:5]1[C:14]2[C:9](=[CH:10][C:11]([CH3:15])=[CH:12][CH:13]=2)[CH2:8][CH2:7][C:6]1=[O:16].[CH2:17]([CH:21]1[CH2:26][CH2:25][NH:24][CH2:23][CH2:22]1)[CH2:18][CH2:19][CH3:20].C([O-])([O-])=O.[K+].[K+]. The catalyst is CC#N. The product is [CH2:17]([CH:21]1[CH2:26][CH2:25][N:24]([CH2:2][CH2:3][CH2:4][N:5]2[C:14]3[C:9](=[CH:10][C:11]([CH3:15])=[CH:12][CH:13]=3)[CH2:8][CH2:7][C:6]2=[O:16])[CH2:23][CH2:22]1)[CH2:18][CH2:19][CH3:20]. The yield is 0.410. (7) The reactants are [F:1][C:2]([F:15])([F:14])[N:3]1[C:11]2[C:6](=[CH:7][C:8]([C:12]#[N:13])=[CH:9][CH:10]=2)[CH2:5][CH2:4]1.C1C(=O)N([Br:23])C(=O)C1. The catalyst is C(Cl)(Cl)(Cl)Cl.C(Cl)Cl. The product is [Br:23][C:5]1[C:6]2[C:11](=[CH:10][CH:9]=[C:8]([C:12]#[N:13])[CH:7]=2)[N:3]([C:2]([F:14])([F:1])[F:15])[CH:4]=1. The yield is 0.930. (8) The reactants are [CH2:1]([O:3][C:4]1[CH:5]=[C:6]([CH:17]=[CH:18][C:19]=1[O:20][CH2:21][C:22]1[CH:23]=[N:24][C:25]([O:28][CH3:29])=[CH:26][CH:27]=1)[CH2:7][NH:8][C:9]1[C:14]([NH2:15])=[CH:13][C:12]([I:16])=[CH:11][N:10]=1)[CH3:2].[CH:30](OCC)(OCC)OCC. The catalyst is C(O)C.O.C1(C)C=CC(S(O)(=O)=O)=CC=1. The product is [CH2:1]([O:3][C:4]1[CH:5]=[C:6]([CH:17]=[CH:18][C:19]=1[O:20][CH2:21][C:22]1[CH:23]=[N:24][C:25]([O:28][CH3:29])=[CH:26][CH:27]=1)[CH2:7][N:8]1[C:9]2=[N:10][CH:11]=[C:12]([I:16])[CH:13]=[C:14]2[N:15]=[CH:30]1)[CH3:2]. The yield is 0.610. (9) The reactants are [CH2:1]([O:8][C:9]1[CH:10]=[C:11]([NH2:16])[CH:12]=[CH:13][C:14]=1[F:15])[C:2]1[CH:7]=[CH:6][CH:5]=[CH:4][CH:3]=1.[C:17]([O:23][CH2:24][CH3:25])(=[O:22])[CH2:18][C:19]([CH3:21])=O.O.C([O-])(O)=O.[Na+]. The catalyst is C1CCCCC1.O.C1(C)C=CC(S(O)(=O)=O)=CC=1. The product is [CH2:24]([O:23][C:17](=[O:22])[CH:18]=[C:19]([NH:16][C:11]1[CH:12]=[CH:13][C:14]([F:15])=[C:9]([O:8][CH2:1][C:2]2[CH:3]=[CH:4][CH:5]=[CH:6][CH:7]=2)[CH:10]=1)[CH3:21])[CH3:25]. The yield is 1.00.